Task: Predict the reactants needed to synthesize the given product.. Dataset: Full USPTO retrosynthesis dataset with 1.9M reactions from patents (1976-2016) (1) Given the product [NH2:12][C:9]1[CH:10]=[CH:11][C:6]([F:5])=[C:7]([C@:15]23[CH2:23][O:22][C@H:21]([C:24]([F:26])([F:25])[F:27])[C@H:20]2[CH2:19][S:18][C:17]([NH2:28])=[N:16]3)[CH:8]=1, predict the reactants needed to synthesize it. The reactants are: Cl.[NH4+].[Cl-].Cl.[F:5][C:6]1[CH:11]=[CH:10][C:9]([N+:12]([O-])=O)=[CH:8][C:7]=1[C@:15]12[CH2:23][O:22][C@H:21]([C:24]([F:27])([F:26])[F:25])[C@H:20]1[CH2:19][S:18][C:17]([NH2:28])=[N:16]2.[OH-].[Na+]. (2) Given the product [C:66]1([C:37]2[N:42]=[C:41]([C:43]3[CH:48]=[CH:47][CH:46]=[CH:45][CH:44]=3)[N:40]=[C:39]([C:49]3[CH:54]=[C:53]4[C:52]5=[C:51]([C:8]6[CH:9]=[CH:10][CH:11]=[CH:12][C:13]=6[N:14]5[C:15]5[CH:16]=[CH:17][CH:18]=[CH:19][C:20]=5[C:7]4([C:1]4[CH:6]=[CH:5][CH:4]=[CH:3][CH:2]=4)[C:30]4[CH:35]=[CH:34][CH:33]=[CH:32][CH:31]=4)[CH:50]=3)[N:38]=2)[CH:65]=[CH:3][CH:2]=[CH:1][CH:6]=1, predict the reactants needed to synthesize it. The reactants are: [C:1]1([C:7]2([C:30]3[CH:35]=[CH:34][CH:33]=[CH:32][CH:31]=3)[C:20]3[C:15]4=[C:16](C5C=CC=CC=5[N:14]4[C:13]4[CH:12]=[CH:11][CH:10]=[CH:9][C:8]2=4)[CH:17]=[C:18](B(O)O)[CH:19]=3)[CH:6]=[CH:5][CH:4]=[CH:3][CH:2]=1.Cl[C:37]1[N:42]=[C:41]([C:43]2[CH:48]=[CH:47][CH:46]=[CH:45][CH:44]=2)[N:40]=[C:39]([C:49]2[CH:54]=[CH:53][CH:52]=[CH:51][CH:50]=2)[N:38]=1.C(=O)([O-])[O-].[Na+].[Na+].O1[CH2:66][CH2:65]OCC1.